Dataset: Forward reaction prediction with 1.9M reactions from USPTO patents (1976-2016). Task: Predict the product of the given reaction. (1) The product is: [Br:31][C:32]1[CH:39]=[CH:38][C:35]([CH2:36][O:27][CH2:26][CH2:25][O:24][CH2:23][CH2:22][CH2:21][CH2:20][CH2:19][CH2:18][N:14]2[CH2:13][C@@H:12]([C:10]3[CH:9]=[CH:8][C:6]4[O:7][C:2]([CH3:28])([CH3:1])[O:3][CH2:4][C:5]=4[CH:11]=3)[O:16][C:15]2=[O:17])=[CH:34][CH:33]=1. Given the reactants [CH3:1][C:2]1([CH3:28])[O:7][C:6]2[CH:8]=[CH:9][C:10]([C@H:12]3[O:16][C:15](=[O:17])[N:14]([CH2:18][CH2:19][CH2:20][CH2:21][CH2:22][CH2:23][O:24][CH2:25][CH2:26][OH:27])[CH2:13]3)=[CH:11][C:5]=2[CH2:4][O:3]1.[H-].[Na+].[Br:31][C:32]1[CH:39]=[CH:38][C:35]([CH2:36]Br)=[CH:34][CH:33]=1.P([O-])([O-])([O-])=O, predict the reaction product. (2) Given the reactants [C:1]([C:3]1[CH:4]=[C:5]([NH:9][C:10](=[O:13])[CH2:11][CH3:12])[CH:6]=[CH:7][CH:8]=1)#[N:2].NC1C=C([F:23])C=C(C=1)C#N.C(Cl)(=O)CC, predict the reaction product. The product is: [C:1]([C:3]1[CH:4]=[C:5]([NH:9][C:10](=[O:13])[CH2:11][CH3:12])[CH:6]=[C:7]([F:23])[CH:8]=1)#[N:2]. (3) Given the reactants [Br:1][C:2]1[CH:3]=[C:4]([C:8]2[CH:12]=[C:11]([C:13]([O:15][CH3:16])=[O:14])[NH:10][N:9]=2)[CH:5]=[CH:6][CH:7]=1.[CH3:17][C:18]([O-:21])(C)[CH3:19].[K+].ClCC(=O)C, predict the reaction product. The product is: [Br:1][C:2]1[CH:3]=[C:4]([C:8]2[CH:12]=[C:11]([C:13]([O:15][CH3:16])=[O:14])[N:10]([CH2:17][C:18](=[O:21])[CH3:19])[N:9]=2)[CH:5]=[CH:6][CH:7]=1.